From a dataset of Reaction yield outcomes from USPTO patents with 853,638 reactions. Predict the reaction yield, written as a fraction of the theoretical maximum amount of product (1.0 means a 100% yield; for example, 0.34 means a 34% yield). (1) The reactants are [CH3:1][C:2]1[S:3][CH:4]=[C:5]([C:7]#[N:8])[N:6]=1.[Br:9]N1C(=O)CCC1=O.C(OOC(=O)C1C=CC=CC=1)(=O)C1C=CC=CC=1. The catalyst is C(Cl)(Cl)(Cl)Cl. The product is [Br:9][CH2:1][C:2]1[S:3][CH:4]=[C:5]([C:7]#[N:8])[N:6]=1. The yield is 0.830. (2) The reactants are [C:1]([OH:11])(=O)[C:2]1[NH:9][C:7](=[O:8])[NH:6][C:4](=[O:5])[CH:3]=1.CCN=C=N[CH2:17][CH2:18][CH2:19][N:20](C)C.C1C=CC2N([OH:32])N=NC=2C=1.N[C:34]12[C:52]3[C:47](=[CH:48][CH:49]=[CH:50][CH:51]=3)[C:46](=[O:53])C1(O)C1[C:41]([O:42]2)=[CH:40][C:39]([CH:43]([CH3:45])[CH3:44])=[CH:38]C=1. The catalyst is C(Cl)Cl.CN(C=O)C. The product is [OH:32][C:34]12[C:52]3[C:47](=[CH:48][CH:49]=[CH:50][CH:51]=3)[C:46](=[O:53])[C:19]1([NH:20][C:1]([C:2]1[NH:9][C:7](=[O:8])[NH:6][C:4](=[O:5])[CH:3]=1)=[O:11])[C:18]1[CH:17]=[CH:38][C:39]([CH:43]([CH3:45])[CH3:44])=[CH:40][C:41]=1[O:42]2. The yield is 0.210.